The task is: Predict which catalyst facilitates the given reaction.. This data is from Catalyst prediction with 721,799 reactions and 888 catalyst types from USPTO. (1) Reactant: [NH2:1][C:2]1[N:10]=[CH:9][CH:8]=[CH:7][C:3]=1[C:4]([OH:6])=O.ON1C2C=CC=CC=2N=N1.CCN=C=NCCCN(C)C.[C:32]1([S:38][C:39]2[CH:40]=[C:41]([CH:44]=[CH:45][CH:46]=2)[CH2:42][NH2:43])[CH:37]=[CH:36][CH:35]=[CH:34][CH:33]=1.C(=O)(O)[O-].[Na+]. Product: [C:32]1([S:38][C:39]2[CH:40]=[C:41]([CH2:42][NH:43][C:4](=[O:6])[C:3]3[CH:7]=[CH:8][CH:9]=[N:10][C:2]=3[NH2:1])[CH:44]=[CH:45][CH:46]=2)[CH:37]=[CH:36][CH:35]=[CH:34][CH:33]=1. The catalyst class is: 3. (2) Reactant: [Cl:1][C:2]1[CH:17]=[CH:16][C:5]([O:6][C:7]2[CH:15]=[CH:14][C:10]([C:11](Cl)=[O:12])=[CH:9][CH:8]=2)=[C:4]([N+:18]([O-:20])=[O:19])[CH:3]=1.[CH3:21][O:22][CH2:23][CH2:24][NH2:25]. Product: [Cl:1][C:2]1[CH:17]=[CH:16][C:5]([O:6][C:7]2[CH:15]=[CH:14][C:10]([C:11]([NH:25][CH2:24][CH2:23][O:22][CH3:21])=[O:12])=[CH:9][CH:8]=2)=[C:4]([N+:18]([O-:20])=[O:19])[CH:3]=1. The catalyst class is: 2. (3) Reactant: CN1CCOCC1.[C:8]([O:12][C:13]([NH:15][CH2:16][CH2:17][N:18]([CH2:34][CH2:35][NH:36][C:37]([O:39][C:40]([CH3:43])([CH3:42])[CH3:41])=[O:38])[C:19]([CH2:21][C@H:22]([NH:26][C:27]([O:29][C:30]([CH3:33])([CH3:32])[CH3:31])=[O:28])[C:23]([OH:25])=O)=[O:20])=[O:14])([CH3:11])([CH3:10])[CH3:9].[NH2:44][C@@H:45]([CH2:65][CH2:66][C:67]1[CH:72]=[CH:71][CH:70]=[CH:69][CH:68]=1)[C:46]([N:48]([CH3:64])[CH2:49][CH2:50][NH:51][C:52]([C:54]1[CH:59]=[CH:58][C:57]([C:60]([F:63])([F:62])[F:61])=[CH:56][CH:55]=1)=[O:53])=[O:47]. Product: [C:40]([O:39][C:37]([NH:36][CH2:35][CH2:34][N:18]([CH2:17][CH2:16][NH:15][C:13]([O:12][C:8]([CH3:9])([CH3:11])[CH3:10])=[O:14])[C:19]([CH2:21][C@H:22]([NH:26][C:27](=[O:28])[O:29][C:30]([CH3:31])([CH3:33])[CH3:32])[C:23](=[O:25])[NH:44][C@H:45]([C:46](=[O:47])[N:48]([CH3:64])[CH2:49][CH2:50][NH:51][C:52]([C:54]1[CH:55]=[CH:56][C:57]([C:60]([F:62])([F:63])[F:61])=[CH:58][CH:59]=1)=[O:53])[CH2:65][CH2:66][C:67]1[CH:72]=[CH:71][CH:70]=[CH:69][CH:68]=1)=[O:20])=[O:38])([CH3:41])([CH3:43])[CH3:42]. The catalyst class is: 2.